This data is from Full USPTO retrosynthesis dataset with 1.9M reactions from patents (1976-2016). The task is: Predict the reactants needed to synthesize the given product. Given the product [CH3:26][O:27][C:28]1[CH:29]=[CH:30][CH:31]=[C:32]2[C:36]=1[CH:35]([NH:37][C:38]1[CH:47]=[CH:46][C:45]3[C:40](=[CH:41][CH:42]=[C:43]([NH:48][C:1]([NH:25][CH:22]4[CH2:21][CH2:20][N:19]([CH2:18][CH2:17][S:16][CH3:15])[CH2:24][CH2:23]4)=[O:2])[CH:44]=3)[N:39]=1)[CH2:34][CH2:33]2, predict the reactants needed to synthesize it. The reactants are: [C:1](=O)(OC(Cl)(Cl)Cl)[O:2]C(Cl)(Cl)Cl.Cl.Cl.[CH3:15][S:16][CH2:17][CH2:18][N:19]1[CH2:24][CH2:23][CH:22]([NH2:25])[CH2:21][CH2:20]1.[CH3:26][O:27][C:28]1[CH:29]=[CH:30][CH:31]=[C:32]2[C:36]=1[CH:35]([NH:37][C:38]1[CH:47]=[CH:46][C:45]3[C:40](=[CH:41][CH:42]=[C:43]([NH2:48])[CH:44]=3)[N:39]=1)[CH2:34][CH2:33]2.